Task: Regression. Given two drug SMILES strings and cell line genomic features, predict the synergy score measuring deviation from expected non-interaction effect.. Dataset: NCI-60 drug combinations with 297,098 pairs across 59 cell lines Drug 1: CCC(=C(C1=CC=CC=C1)C2=CC=C(C=C2)OCCN(C)C)C3=CC=CC=C3.C(C(=O)O)C(CC(=O)O)(C(=O)O)O. Drug 2: C1=CN(C=N1)CC(O)(P(=O)(O)O)P(=O)(O)O. Cell line: RXF 393. Synergy scores: CSS=8.48, Synergy_ZIP=-2.78, Synergy_Bliss=-1.06, Synergy_Loewe=0.526, Synergy_HSA=-0.437.